From a dataset of Catalyst prediction with 721,799 reactions and 888 catalyst types from USPTO. Predict which catalyst facilitates the given reaction. (1) Product: [CH2:20]([O:22][C:23]1[CH:24]=[C:25]([CH:26]2[C:7]([C:1]3[CH:6]=[CH:5][CH:4]=[CH:3][CH:2]=3)=[C:8]([C:10]3[CH:11]=[C:12]4[C:17](=[CH:18][CH:19]=3)[N:16]=[CH:15][CH:14]=[CH:13]4)[NH:38][C:36](=[O:37])[NH:35]2)[CH:28]=[C:29]([N+:32]([O-:34])=[O:33])[C:30]=1[OH:31])[CH3:21]. The catalyst class is: 8. Reactant: [C:1]1([CH2:7][C:8]([C:10]2[CH:11]=[C:12]3[C:17](=[CH:18][CH:19]=2)[N:16]=[CH:15][CH:14]=[CH:13]3)=O)[CH:6]=[CH:5][CH:4]=[CH:3][CH:2]=1.[CH2:20]([O:22][C:23]1[CH:24]=[C:25]([CH:28]=[C:29]([N+:32]([O-:34])=[O:33])[C:30]=1[OH:31])[CH:26]=O)[CH3:21].[NH2:35][C:36]([NH2:38])=[O:37].Cl. (2) Reactant: O[CH2:2][C:3]1[CH:8]=[CH:7][C:6]([OH:9])=[CH:5][CH:4]=1.CC([O-])(C)C.[K+].[N+:16]([CH:19]([CH3:21])[CH3:20])([O-:18])=[O:17].Cl. Product: [CH3:20][C:19]([N+:16]([O-:18])=[O:17])([CH3:21])[CH2:2][C:3]1[CH:8]=[CH:7][C:6]([OH:9])=[CH:5][CH:4]=1. The catalyst class is: 44.